The task is: Predict the reaction yield, written as a fraction of the theoretical maximum amount of product (1.0 means a 100% yield; for example, 0.34 means a 34% yield).. This data is from Reaction yield outcomes from USPTO patents with 853,638 reactions. (1) The product is [C:20]([O:19][C:17](=[O:18])[NH:15][N:16]1[CH:26]=[C:27]([C:29]2[CH:30]=[N:31][CH:32]=[CH:33][CH:34]=2)[N:7]=[C:2]1[CH3:3])([CH3:23])([CH3:22])[CH3:21]. The reactants are Cl.[C:2](=[NH:7])(OCC)[CH3:3].C(N(CC)CC)C.[NH:15]([C:17]([O:19][C:20]([CH3:23])([CH3:22])[CH3:21])=[O:18])[NH2:16].Br.Br[CH2:26][C:27]([C:29]1[CH:30]=[N:31][CH:32]=[CH:33][CH:34]=1)=O. The catalyst is C(O)C. The yield is 0.173. (2) The reactants are [CH3:1][O:2][C:3]1[CH:8]=[CH:7][C:6]([C:9]([NH:22][CH2:23][CH2:24][CH2:25][CH2:26][CH2:27][C:28](OC2C(F)=C(F)C=C(F)C=2F)=[O:29])([C:16]2[CH:21]=CC=[CH:18][CH:17]=2)[C:10]2[CH:15]=[CH:14][CH:13]=[CH:12][CH:11]=2)=[CH:5][CH:4]=1.[CH:41]1[C:45]2=[C:46]3[C:50](=[CH:51][CH:52]=[C:44]2[NH:43][CH:42]=1)[NH:49][CH:48]([C:53]([O:55][CH3:56])=[O:54])[CH2:47]3.C(N(CC)CC)C. The catalyst is C(Cl)Cl. The product is [CH3:1][O:2][C:3]1[CH:4]=[CH:5][C:6]([C:9]([NH:22][CH2:23][CH2:24][CH2:25][CH2:26][CH2:27][C:28]([N:43]2[C:44]3[C:45](=[C:46]4[C:50](=[CH:51][CH:52]=3)[NH:49][CH:48]([C:53]([O:55][CH3:56])=[O:54])[CH2:47]4)[CH:41]=[CH:42]2)=[O:29])([C:10]2[CH:15]=[CH:14][CH:13]=[CH:12][CH:11]=2)[C:16](=[CH2:21])[CH:17]=[CH2:18])=[CH:7][CH:8]=1. The yield is 0.770. (3) The catalyst is CO.N.[Ni]. The product is [NH2:19][CH2:18][C:11]1[C:12](=[O:17])[NH:13][C:14]([CH3:16])=[CH:15][C:10]=1[CH2:9][O:8][Si:1]([C:4]([CH3:6])([CH3:5])[CH3:7])([CH3:2])[CH3:3]. The yield is 0.630. The reactants are [Si:1]([O:8][CH2:9][C:10]1[CH:15]=[C:14]([CH3:16])[NH:13][C:12](=[O:17])[C:11]=1[C:18]#[N:19])([C:4]([CH3:7])([CH3:6])[CH3:5])([CH3:3])[CH3:2].[H][H].